Predict the reaction yield, written as a fraction of the theoretical maximum amount of product (1.0 means a 100% yield; for example, 0.34 means a 34% yield). From a dataset of Reaction yield outcomes from USPTO patents with 853,638 reactions. The reactants are [N+:1]([C:4]1[CH:9]=[CH:8][CH:7]=[CH:6][C:5]=1[C:10]1[N:11]=[C:12]([NH2:15])[S:13][CH:14]=1)([O-:3])=[O:2].Br[CH2:17][C:18](=O)[C:19]([O:21][CH2:22][CH3:23])=[O:20]. The catalyst is C(C(C)=O)C. The product is [CH2:22]([O:21][C:19]([C:18]1[N:15]=[C:12]2[N:11]([CH:17]=1)[C:10]([C:5]1[CH:6]=[CH:7][CH:8]=[CH:9][C:4]=1[N+:1]([O-:3])=[O:2])=[CH:14][S:13]2)=[O:20])[CH3:23]. The yield is 0.520.